From a dataset of Reaction yield outcomes from USPTO patents with 853,638 reactions. Predict the reaction yield, written as a fraction of the theoretical maximum amount of product (1.0 means a 100% yield; for example, 0.34 means a 34% yield). (1) The reactants are Cl.NO.O[K].CC1[N:8]([C:13]2[CH:17]=[C:16]([C:18]([OH:21])([CH3:20])[CH3:19])[N:15]([CH3:22])[N:14]=2)C(C)=CC=1. The catalyst is CCO.O. The product is [NH2:8][C:13]1[CH:17]=[C:16]([C:18]([OH:21])([CH3:19])[CH3:20])[N:15]([CH3:22])[N:14]=1. The yield is 0.971. (2) The reactants are [Cl:1][C:2]1[C:3]([C:11]2[CH:12]=[CH:13][C:14]([NH2:17])=[N:15][CH:16]=2)=[CH:4][C:5]2[O:9][CH:8]=[N:7][C:6]=2[CH:10]=1.[Cl:18][C:19]1[CH:27]=[CH:26][CH:25]=[CH:24][C:20]=1[C:21](Cl)=[O:22].CCN(C(C)C)C(C)C.C([O-])(O)=O.[Na+].C(Cl)Cl. The catalyst is CN(C1C=CN=CC=1)C.C(Cl)Cl. The product is [Cl:1][C:2]1[C:3]([C:11]2[CH:12]=[CH:13][C:14]([NH:17][C:21]([C:20]3[CH:24]=[CH:25][CH:26]=[CH:27][C:19]=3[Cl:18])=[O:22])=[N:15][CH:16]=2)=[CH:4][C:5]2[O:9][CH:8]=[N:7][C:6]=2[CH:10]=1. The yield is 0.490. (3) The product is [O:30]=[C:20]1[NH:27][C:10]2([C:9]3[C:4](=[CH:5][CH:6]=[CH:7][CH:8]=3)[N:3]([CH2:12][C:13]([O:15][C:16]([CH3:19])([CH3:18])[CH3:17])=[O:14])[C:2]2=[O:1])[C:23](=[O:26])[NH:21]1. The catalyst is CCOC(C)=O.O. The yield is 0.310. The reactants are [O:1]=[C:2]1[C:10](=O)[C:9]2[C:4](=[CH:5][CH:6]=[CH:7][CH:8]=2)[N:3]1[CH2:12][C:13]([O:15][C:16]([CH3:19])([CH3:18])[CH3:17])=[O:14].[C-:20]#[N:21].[K+].[C:23](=[O:26])([O-])[O-].[NH4+:27].[NH4+].C[OH:30]. (4) The reactants are [NH2:1][C:2]1[CH:7]=[CH:6][CH:5]=[CH:4][C:3]=1[NH:8][C:9]([CH2:11][CH2:12][CH2:13][CH2:14][CH2:15][NH:16][C:17](=[O:26])[C:18]1[CH:23]=[CH:22][C:21](Br)=[C:20]([CH3:25])[CH:19]=1)=[O:10].[CH3:27][C:28]1[CH:29]=[C:30](B(O)O)[CH:31]=[C:32]([CH3:34])[CH:33]=1. No catalyst specified. The product is [NH2:1][C:2]1[CH:7]=[CH:6][CH:5]=[CH:4][C:3]=1[NH:8][C:9]([CH2:11][CH2:12][CH2:13][CH2:14][CH2:15][NH:16][C:17](=[O:26])[C:18]1[CH:23]=[CH:22][C:21]([C:30]2[CH:31]=[C:32]([CH3:34])[CH:33]=[C:28]([CH3:27])[CH:29]=2)=[C:20]([CH3:25])[CH:19]=1)=[O:10]. The yield is 0.770. (5) The catalyst is C1(C)C=CC=CC=1. The product is [Cl:10][C:7]1[CH:8]=[CH:9][C:4]([N:3]([CH2:1][CH3:2])[C:17]([C@@H:19]2[C:28]3[C:23](=[CH:24][CH:25]=[CH:26][CH:27]=3)[N:22]([C:29]([C:31]3[CH:36]=[CH:35][N:34]=[CH:33][CH:32]=3)=[O:30])[C@@H:21]([CH3:37])[CH2:20]2)=[O:18])=[CH:5][CH:6]=1. The yield is 0.110. The reactants are [CH2:1]([NH:3][C:4]1[CH:9]=[CH:8][C:7]([Cl:10])=[CH:6][CH:5]=1)[CH3:2].C[Al](C)C.CO[C:17]([C@H:19]1[C:28]2[C:23](=[CH:24][CH:25]=[CH:26][CH:27]=2)[N:22]([C:29]([C:31]2[CH:36]=[CH:35][N:34]=[CH:33][CH:32]=2)=[O:30])[C@@H:21]([CH3:37])[CH2:20]1)=[O:18].